This data is from NCI-60 drug combinations with 297,098 pairs across 59 cell lines. The task is: Regression. Given two drug SMILES strings and cell line genomic features, predict the synergy score measuring deviation from expected non-interaction effect. Drug 1: C1=NC2=C(N1)C(=S)N=C(N2)N. Drug 2: C(=O)(N)NO. Cell line: HT29. Synergy scores: CSS=39.0, Synergy_ZIP=-1.60, Synergy_Bliss=4.13, Synergy_Loewe=-27.1, Synergy_HSA=4.87.